Dataset: Full USPTO retrosynthesis dataset with 1.9M reactions from patents (1976-2016). Task: Predict the reactants needed to synthesize the given product. (1) Given the product [CH3:19][S:16]([N:11]1[C:12]2[C:7](=[CH:6][C:5]([O:4][CH3:3])=[CH:14][CH:13]=2)[CH2:8][CH2:9][C:10]1=[O:15])(=[O:18])=[O:17], predict the reactants needed to synthesize it. The reactants are: [H-].[Na+].[CH3:3][O:4][C:5]1[CH:6]=[C:7]2[C:12](=[CH:13][CH:14]=1)[NH:11][C:10](=[O:15])[CH2:9][CH2:8]2.[S:16](Cl)([CH3:19])(=[O:18])=[O:17]. (2) The reactants are: [NH2:1][C:2]1[C:7]([CH:8]=[O:9])=[C:6](Cl)[N:5]=[C:4]([S:11][CH3:12])[N:3]=1.[F:13][C:14]1[CH:19]=[CH:18][CH:17]=[CH:16][C:15]=1B(O)O. Given the product [NH2:1][C:2]1[C:7]([CH:8]=[O:9])=[C:6]([C:15]2[CH:16]=[CH:17][CH:18]=[CH:19][C:14]=2[F:13])[N:5]=[C:4]([S:11][CH3:12])[N:3]=1, predict the reactants needed to synthesize it. (3) The reactants are: [F:1][C:2]1[C:3]([CH3:9])=[CH:4][C:5]([NH2:8])=[N:6][CH:7]=1.[C:10](O[C:10]([O:12][C:13]([CH3:16])([CH3:15])[CH3:14])=[O:11])([O:12][C:13]([CH3:16])([CH3:15])[CH3:14])=[O:11]. Given the product [F:1][C:2]1[C:3]([CH3:9])=[CH:4][C:5]([NH:8][C:10](=[O:11])[O:12][C:13]([CH3:16])([CH3:15])[CH3:14])=[N:6][CH:7]=1, predict the reactants needed to synthesize it. (4) Given the product [CH2:28]([O:30][C:31](=[O:38])[CH2:32][CH2:33][CH2:34][NH:35][C:36]([NH:17][C:15]1[S:16][C:12]([C:4]2[CH:5]=[CH:6][C:7]([S:8]([CH3:11])(=[O:9])=[O:10])=[C:2]([F:1])[CH:3]=2)=[C:13]([CH3:18])[N:14]=1)=[O:37])[CH3:29], predict the reactants needed to synthesize it. The reactants are: [F:1][C:2]1[CH:3]=[C:4]([C:12]2[S:16][C:15]([NH2:17])=[N:14][C:13]=2[CH3:18])[CH:5]=[CH:6][C:7]=1[S:8]([CH3:11])(=[O:10])=[O:9].CCN(C(C)C)C(C)C.[CH2:28]([O:30][C:31](=[O:38])[CH2:32][CH2:33][CH2:34][N:35]=[C:36]=[O:37])[CH3:29]. (5) Given the product [CH3:42][C:43]1[N:48]=[C:47]([NH:49][C:8]([C:3]2[CH:11]=[C:5]([CH3:7])[S:6][C:2]=2[Br:1])=[O:10])[CH:46]=[CH:45][CH:44]=1, predict the reactants needed to synthesize it. The reactants are: [Br:1][C:2]1[S:6][C:5]([CH3:7])=N[C:3]=1[C:8]([OH:10])=O.[CH3:11]CN(C(C)C)C(C)C.CN(C(ON1N=NC2C=CC=CC1=2)=[N+](C)C)C.[B-](F)(F)(F)F.[CH3:42][C:43]1[N:48]=[C:47]([NH2:49])[CH:46]=[CH:45][CH:44]=1. (6) Given the product [CH3:33][N:24]1[CH:25]=[C:26]([C:27]2[CH:28]=[CH:29][N:30]=[CH:31][CH:32]=2)[C:22]([C:19]2[CH:20]=[CH:21][C:16]([C:14]#[C:15][C:2]3[CH:11]=[CH:10][C:9]4[C:4](=[CH:5][CH:6]=[CH:7][CH:8]=4)[N:3]=3)=[CH:17][CH:18]=2)=[N:23]1, predict the reactants needed to synthesize it. The reactants are: Br[C:2]1[CH:11]=[CH:10][C:9]2[C:4](=[CH:5][CH:6]=[CH:7][CH:8]=2)[N:3]=1.N#N.[C:14]([C:16]1[CH:21]=[CH:20][C:19]([C:22]2[C:26]([C:27]3[CH:32]=[CH:31][N:30]=[CH:29][CH:28]=3)=[CH:25][N:24]([CH3:33])[N:23]=2)=[CH:18][CH:17]=1)#[CH:15]. (7) Given the product [Cl:23][C:19]1[CH:20]=[C:21]([NH:89][CH:84]2[CH2:88][CH2:87][CH2:86][CH2:85]2)[N:16]2[N:15]=[C:14]([C:24]3[CH:29]=[CH:28][C:27]([F:30])=[CH:26][CH:25]=3)[C:13]([C:11]3[CH:10]=[CH:9][N:8]=[C:7]([NH:6][CH:1]4[CH2:5][CH2:4][CH2:3][CH2:2]4)[N:12]=3)=[C:17]2[CH:18]=1, predict the reactants needed to synthesize it. The reactants are: [CH:1]1([NH:6][C:7]2[N:12]=[C:11]([C:13]3[C:14]([C:24]4[CH:29]=[CH:28][C:27]([F:30])=[CH:26][CH:25]=4)=[N:15][N:16]4[C:21](Cl)=[CH:20][C:19]([Cl:23])=[CH:18][C:17]=34)[CH:10]=[CH:9][N:8]=2)[CH2:5][CH2:4][CH2:3][CH2:2]1.C1(P(C2C=CC=CC=2)C2C=CC3C(=CC=CC=3)C=2C2C3C(=CC=CC=3)C=CC=2P(C2C=CC=CC=2)C2C=CC=CC=2)C=CC=CC=1.C(=O)([O-])[O-].[Cs+].[Cs+].O.[CH:84]1([NH2:89])[CH2:88][CH2:87][CH2:86][CH2:85]1.